This data is from Full USPTO retrosynthesis dataset with 1.9M reactions from patents (1976-2016). The task is: Predict the reactants needed to synthesize the given product. (1) Given the product [I:10][C:2]1[CH:9]=[CH:8][C:5]([CH:6]=[O:7])=[CH:4][CH:3]=1, predict the reactants needed to synthesize it. The reactants are: Br[C:2]1[CH:9]=[CH:8][C:5]([CH:6]=[O:7])=[CH:4][CH:3]=1.[I-:10].[K+].CN(C)C=O.Cl. (2) Given the product [C:12]([O:14][C:15]1[CH:16]=[CH:17][CH:18]=[CH:19][C:20]=1[C:21]([O:1][C:2]12[CH2:6][C:4]([NH:7][C:8](=[O:10])[CH3:9])([CH2:5]1)[CH2:3]2)=[O:22])(=[O:13])[CH3:11], predict the reactants needed to synthesize it. The reactants are: [OH:1][C:2]12[CH2:6][C:4]([NH:7][C:8](=[O:10])[CH3:9])([CH2:5]1)[CH2:3]2.[CH3:11][C:12]([O:14][C:15]1[C:20]([C:21](Cl)=[O:22])=[CH:19][CH:18]=[CH:17][CH:16]=1)=[O:13]. (3) Given the product [CH2:1]([N:3]1[C:11]2[C:6](=[CH:7][C:8]([NH2:12])=[CH:9][CH:10]=2)[CH:5]=[C:4]1[C:15]1[CH:20]=[CH:19][CH:18]=[CH:17][C:16]=1[F:21])[CH3:2], predict the reactants needed to synthesize it. The reactants are: [CH2:1]([N:3]1[C:11]2[C:6](=[CH:7][C:8]([N+:12]([O-])=O)=[CH:9][CH:10]=2)[CH:5]=[C:4]1[C:15]1[CH:20]=[CH:19][CH:18]=[CH:17][C:16]=1[F:21])[CH3:2]. (4) Given the product [CH3:21][C:19]1[N:20]=[C:7]2[C:6]([NH:5][CH2:4][C:3]3[C:23]([CH3:27])=[CH:24][CH:25]=[CH:26][C:2]=3[CH3:1])=[CH:11][C:10]([C:12]([NH:31][CH2:30][CH2:28][OH:29])=[O:13])=[CH:9][N:8]2[C:18]=1[CH3:22], predict the reactants needed to synthesize it. The reactants are: [CH3:1][C:2]1[CH:26]=[CH:25][CH:24]=[C:23]([CH3:27])[C:3]=1[CH2:4][NH:5][C:6]1[C:7]2[N:8]([C:18]([CH3:22])=[C:19]([CH3:21])[N:20]=2)[CH:9]=[C:10]([C:12](OC(C)C)=[O:13])[CH:11]=1.[CH2:28]([CH2:30][NH2:31])[OH:29].N12CCCN=C1CCCCC2.